This data is from Full USPTO retrosynthesis dataset with 1.9M reactions from patents (1976-2016). The task is: Predict the reactants needed to synthesize the given product. (1) Given the product [CH3:18][N:19]1[C:23]([OH:24])=[C:22]([C:25](=[O:28])[C:12]2[C:16]([CH3:15])=[C:37]([C:36]3[CH2:61][CH2:62][O:57][N:33]=3)[CH:6]([CH3:7])[C:5](=[S:8](=[O:10])=[O:9])[CH:4]=2)[CH:21]=[N:20]1, predict the reactants needed to synthesize it. The reactants are: BrC1C(C)=[C:4]([C:12]2[CH2:16][CH2:15]ON=2)[C:5]([S:8](C)(=[O:10])=[O:9])=[CH:6][CH:7]=1.[CH3:18][N:19]1[C:23]([OH:24])=[CH:22][CH:21]=[N:20]1.[C:25](=[O:28])([O-])[O-].[K+].[K+].C([N:33]([CH2:36][CH3:37])CC)C.C1(P(C2C=CC=CC=2)C2C=CC=CC=2)C=CC=CC=1.[O:57]1[CH2:62][CH2:61]OCC1. (2) Given the product [Cl:8][C:12]1[CH:11]2[CH2:17][CH:14]([CH2:15][CH2:16]2)[C:13]=1[CH:4]=[O:5], predict the reactants needed to synthesize it. The reactants are: CN([CH:4]=[O:5])C.P(Cl)(Cl)([Cl:8])=O.[CH:11]12[CH2:17][CH:14]([CH2:15][CH2:16]1)[CH2:13][C:12]2=O.P([O-])([O-])(O)=O.[K+].[K+]. (3) Given the product [CH3:5][C:6]1[CH:11]=[CH:10][CH:9]=[CH:8][C:7]=1[C:12]1[CH:20]=[CH:19][C:15]([C:16]([Cl:3])=[O:17])=[CH:14][CH:13]=1, predict the reactants needed to synthesize it. The reactants are: S(Cl)([Cl:3])=O.[CH3:5][C:6]1[CH:11]=[CH:10][CH:9]=[CH:8][C:7]=1[C:12]1[CH:20]=[CH:19][C:15]([C:16](O)=[O:17])=[CH:14][CH:13]=1. (4) Given the product [CH:1]([O:4][C:5]1[CH:14]=[C:13]([C:15]([F:18])([F:17])[F:16])[C:12]2[CH:11]=[C:10]3[N:19]([CH2:24][C:25]([F:28])([F:27])[F:26])[C:20](=[S:38])[CH2:21][O:22][C:9]3=[CH:8][C:7]=2[N:6]=1)([CH3:3])[CH3:2], predict the reactants needed to synthesize it. The reactants are: [CH:1]([O:4][C:5]1[CH:14]=[C:13]([C:15]([F:18])([F:17])[F:16])[C:12]2[CH:11]=[C:10]3[N:19]([CH2:24][C:25]([F:28])([F:27])[F:26])[C:20](=O)[CH2:21][O:22][C:9]3=[CH:8][C:7]=2[N:6]=1)([CH3:3])[CH3:2].COC1C=CC(P2(SP(C3C=CC(OC)=CC=3)(=S)S2)=[S:38])=CC=1.